Predict the reactants needed to synthesize the given product. From a dataset of Full USPTO retrosynthesis dataset with 1.9M reactions from patents (1976-2016). Given the product [Br:7][C:8]1[CH:13]=[CH:12][CH:11]=[C:10]2[C:9]=1[NH:14][C:3]([CH2:5][CH3:6])=[CH:4]2, predict the reactants needed to synthesize it. The reactants are: [Mg].Br[C:3]([CH2:5][CH3:6])=[CH2:4].[Br:7][C:8]1[CH:13]=[CH:12][CH:11]=[CH:10][C:9]=1[N+:14]([O-])=O.[Na+].[Cl-].